Dataset: Full USPTO retrosynthesis dataset with 1.9M reactions from patents (1976-2016). Task: Predict the reactants needed to synthesize the given product. The reactants are: [NH2:1][C:2]1[CH:3]=[CH:4][CH:5]=[C:6]2[C:11]=1[C:10](=[O:12])[N:9]([CH3:13])[CH2:8][CH2:7]2.[CH3:14][N:15]1[CH:19]=[C:18]([NH:20][C:21]2[CH:26]=[C:25](I)[C:24]([C:28]([F:31])([F:30])[F:29])=[CH:23][N:22]=2)[C:17]([CH3:32])=[N:16]1.CC1(C)C2C=CC=C(P(C3C=CC=CC=3)C3C=CC=CC=3)C=2OC2C1=CC=CC=2P(C1C=CC=CC=1)C1C=CC=CC=1.C(=O)([O-])[O-].[Cs+].[Cs+]. Given the product [CH3:14][N:15]1[CH:19]=[C:18]([NH:20][C:21]2[CH:26]=[C:25]([NH:1][C:2]3[CH:3]=[CH:4][CH:5]=[C:6]4[C:11]=3[C:10](=[O:12])[N:9]([CH3:13])[CH2:8][CH2:7]4)[C:24]([C:28]([F:30])([F:29])[F:31])=[CH:23][N:22]=2)[C:17]([CH3:32])=[N:16]1, predict the reactants needed to synthesize it.